From a dataset of Catalyst prediction with 721,799 reactions and 888 catalyst types from USPTO. Predict which catalyst facilitates the given reaction. Reactant: Br[C:2]1[C:3]([N+:27]([O-])=O)=[CH:4][C:5]2[O:9][C:8]3[CH:10]=[C:11]([S:14]([NH:17][C@@H:18]([CH:23]([CH3:25])[CH3:24])[C:19]([O:21][CH3:22])=[O:20])(=[O:16])=[O:15])[CH:12]=[CH:13][C:7]=3[C:6]=2[CH:26]=1. Product: [NH2:27][C:3]1[CH:2]=[CH:26][C:6]2[C:7]3[CH:13]=[CH:12][C:11]([S:14]([NH:17][C@@H:18]([CH:23]([CH3:24])[CH3:25])[C:19]([O:21][CH3:22])=[O:20])(=[O:15])=[O:16])=[CH:10][C:8]=3[O:9][C:5]=2[CH:4]=1. The catalyst class is: 43.